This data is from Catalyst prediction with 721,799 reactions and 888 catalyst types from USPTO. The task is: Predict which catalyst facilitates the given reaction. (1) Reactant: [F:1][C:2]1[CH:7]=[CH:6][C:5]([S:8]([NH:11][CH2:12][C:13]2[CH:18]=[CH:17][C:16]([O:19][CH3:20])=[CH:15][CH:14]=2)(=[O:10])=[O:9])=[CH:4][CH:3]=1.[H-].[Na+].[CH3:23][O:24][C:25]1[CH:32]=[CH:31][C:28]([CH2:29]Cl)=[CH:27][CH:26]=1.O. Product: [F:1][C:2]1[CH:7]=[CH:6][C:5]([S:8]([N:11]([CH2:29][C:28]2[CH:31]=[CH:32][C:25]([O:24][CH3:23])=[CH:26][CH:27]=2)[CH2:12][C:13]2[CH:18]=[CH:17][C:16]([O:19][CH3:20])=[CH:15][CH:14]=2)(=[O:10])=[O:9])=[CH:4][CH:3]=1. The catalyst class is: 3. (2) Reactant: CC(C)([O-])C.[K+].C([NH2:9])=O.[Br:10][C:11]1[C:12]2[N:13]([N:19]=[C:20]([C:22]([F:25])([F:24])[F:23])[CH:21]=2)[C:14](OC)=[CH:15][CH:16]=1.[Cl-].[NH4+]. Product: [Br:10][C:11]1[C:12]2[N:13]([N:19]=[C:20]([C:22]([F:25])([F:24])[F:23])[CH:21]=2)[C:14]([NH2:9])=[CH:15][CH:16]=1. The catalyst class is: 16. (3) The catalyst class is: 6. Product: [OH:12][C:9]1[CH:8]=[C:3]2[C:2](=[CH:11][CH:10]=1)[N:1]=[C:13]([C:15]1[CH:24]=[CH:23][C:18]([C:19]([O:21][CH3:22])=[O:20])=[CH:17][CH:16]=1)[N:6]([CH3:7])[C:4]2=[O:5]. Reactant: [NH2:1][C:2]1[CH:11]=[CH:10][C:9]([OH:12])=[CH:8][C:3]=1[C:4]([NH:6][CH3:7])=[O:5].[CH:13]([C:15]1[CH:24]=[CH:23][C:18]([C:19]([O:21][CH3:22])=[O:20])=[CH:17][CH:16]=1)=O.OS([O-])=O.[Na+]. (4) Reactant: [CH3:1][O:2][C:3]([C:5]12[CH2:14][CH:9]3[CH2:10][CH:11]([CH2:13][CH:7]([C:8]3=O)[CH2:6]1)[CH2:12]2)=[O:4].[NH3:16].[BH4-].[Na+]. Product: [CH3:1][O:2][C:3]([C:5]12[CH2:14][CH:9]3[CH2:10][CH:11]([CH2:13][CH:7]([CH:8]3[NH2:16])[CH2:6]1)[CH2:12]2)=[O:4]. The catalyst class is: 5. (5) Reactant: [C:1]([C:3]1[CH:4]=[C:5]([C:9]2[CH:17]=[CH:16][C:12]([C:13]([OH:15])=O)=[CH:11][N:10]=2)[CH:6]=[CH:7][CH:8]=1)#[N:2].[F:18][C:19]([F:29])([F:28])[CH2:20][N:21]1[CH2:26][CH2:25][CH:24]([NH2:27])[CH2:23][CH2:22]1. Product: [C:1]([C:3]1[CH:4]=[C:5]([C:9]2[CH:17]=[CH:16][C:12]([C:13]([NH:27][CH:24]3[CH2:25][CH2:26][N:21]([CH2:20][C:19]([F:29])([F:18])[F:28])[CH2:22][CH2:23]3)=[O:15])=[CH:11][N:10]=2)[CH:6]=[CH:7][CH:8]=1)#[N:2]. The catalyst class is: 9.